Dataset: Reaction yield outcomes from USPTO patents with 853,638 reactions. Task: Predict the reaction yield, written as a fraction of the theoretical maximum amount of product (1.0 means a 100% yield; for example, 0.34 means a 34% yield). (1) The reactants are [CH3:1][O:2][C:3]([C:5]1[CH:6]=[C:7](B(O)O)[CH:8]=[C:9]([N+:11]([O-:13])=[O:12])[CH:10]=1)=[O:4].[C:17]([O-])(=O)C.C1(P(C2C3C(=CC=CC=3)C=CC=2)C2C3C(=CC=CC=3)C=CC=2)C2C(=CC=CC=2)C=CC=1.P([O-])([O-])([O-])=O.[K+].[K+].[K+].CI. The catalyst is O1CCCC1.O. The product is [CH3:17][C:7]1[CH:6]=[C:5]([CH:10]=[C:9]([N+:11]([O-:13])=[O:12])[CH:8]=1)[C:3]([O:2][CH3:1])=[O:4]. The yield is 0.460. (2) No catalyst specified. The yield is 0.740. The reactants are [CH3:1][C:2]1[CH:3]=[C:4]([O:9]CC=C)[CH:5]=[C:6]([CH3:8])[CH:7]=1.[C:13]1(C)[CH:18]=C(C)C=C(C)[CH:14]=1. The product is [CH3:8][C:6]1[C:5]([CH2:18][CH:13]=[CH2:14])=[C:4]([OH:9])[CH:3]=[C:2]([CH3:1])[CH:7]=1. (3) The reactants are [CH:1]1([CH:7]([C:9]2[C:10]([CH:22]3[CH2:24][CH2:23]3)=[N:11][N:12]([C:14]3[CH:19]=[CH:18][C:17]([O:20][CH3:21])=[CH:16][CH:15]=3)[CH:13]=2)O)[CH2:6][CH2:5][CH2:4][CH2:3][CH2:2]1.[NH2:25][C:26]1[CH:31]=[CH:30][C:29]([C:32]([NH:34][CH2:35][CH2:36][C:37]([O:39]CC)=[O:38])=[O:33])=[CH:28][CH:27]=1. No catalyst specified. The product is [CH:1]1([CH:7]([NH:25][C:26]2[CH:27]=[CH:28][C:29]([C:32]([NH:34][CH2:35][CH2:36][C:37]([OH:39])=[O:38])=[O:33])=[CH:30][CH:31]=2)[C:9]2[C:10]([CH:22]3[CH2:24][CH2:23]3)=[N:11][N:12]([C:14]3[CH:19]=[CH:18][C:17]([O:20][CH3:21])=[CH:16][CH:15]=3)[CH:13]=2)[CH2:6][CH2:5][CH2:4][CH2:3][CH2:2]1. The yield is 0.0500. (4) The reactants are [CH2:1]([N:8]1[C:14](=O)[C:13]2[CH:16]=[CH:17][C:18]([Br:20])=[CH:19][C:12]=2[O:11][CH2:10][CH2:9]1)[C:2]1[CH:7]=[CH:6][CH:5]=[CH:4][CH:3]=1.B.O1CCCC1.CO.[OH-].[Na+]. The catalyst is O1CCCC1. The product is [CH2:1]([N:8]1[CH2:14][C:13]2[CH:16]=[CH:17][C:18]([Br:20])=[CH:19][C:12]=2[O:11][CH2:10][CH2:9]1)[C:2]1[CH:3]=[CH:4][CH:5]=[CH:6][CH:7]=1. The yield is 1.00. (5) The catalyst is CCN(CC)CC.[Cu]I.Cl[Pd](Cl)([P](C1C=CC=CC=1)(C1C=CC=CC=1)C1C=CC=CC=1)[P](C1C=CC=CC=1)(C1C=CC=CC=1)C1C=CC=CC=1. The reactants are [Cl:1][C:2]1[N:7]=[CH:6][C:5]([NH2:8])=[C:4](I)[CH:3]=1.[C:10]([C:12]1([CH3:15])[CH2:14][CH2:13]1)#[CH:11]. The product is [Cl:1][C:2]1[N:7]=[CH:6][C:5]([NH2:8])=[C:4]([C:11]#[C:10][C:12]2([CH3:15])[CH2:14][CH2:13]2)[CH:3]=1. The yield is 0.530. (6) The reactants are [S:1]1[CH:6]=[CH:5][C:4](=[O:7])[CH2:3][CH2:2]1.C(N(CC)CC)C.FC(F)(F)S(O[Si:21]([C:24]([CH3:27])([CH3:26])[CH3:25])([CH3:23])[CH3:22])(=O)=O. The catalyst is C(Cl)Cl. The product is [O:7]([C:4]1[CH:3]=[CH:2][S:1][CH2:6][CH:5]=1)[Si:21]([C:24]([CH3:27])([CH3:26])[CH3:25])([CH3:23])[CH3:22]. The yield is 0.610.